Predict the product of the given reaction. From a dataset of Forward reaction prediction with 1.9M reactions from USPTO patents (1976-2016). Given the reactants [F:1][C:2]1[CH:10]=[CH:9][C:5]([C:6]([OH:8])=[O:7])=[C:4]([NH2:11])[CH:3]=1.[CH3:12][Si](C=[N+]=[N-])(C)C, predict the reaction product. The product is: [CH3:12][O:7][C:6](=[O:8])[C:5]1[CH:9]=[CH:10][C:2]([F:1])=[CH:3][C:4]=1[NH2:11].